The task is: Predict the reaction yield, written as a fraction of the theoretical maximum amount of product (1.0 means a 100% yield; for example, 0.34 means a 34% yield).. This data is from Reaction yield outcomes from USPTO patents with 853,638 reactions. (1) The reactants are [Br:1]P(Br)Br.O[CH:6]([C:8]1[CH:9]=[C:10]([C:25]([O:27][CH3:28])=[O:26])[CH:11]=[C:12]2[C:17]=1[O:16][C:15]([N:18]1[CH2:23][CH2:22][O:21][CH2:20][CH2:19]1)=[CH:14][C:13]2=[O:24])[CH3:7]. The catalyst is C(Cl)Cl. The product is [Br:1][CH:6]([C:8]1[CH:9]=[C:10]([C:25]([O:27][CH3:28])=[O:26])[CH:11]=[C:12]2[C:17]=1[O:16][C:15]([N:18]1[CH2:23][CH2:22][O:21][CH2:20][CH2:19]1)=[CH:14][C:13]2=[O:24])[CH3:7]. The yield is 0.790. (2) The reactants are [H-].[Na+].C([O:5][C:6](=O)[CH:7]([Cl:11])[C:8]([CH3:10])=[O:9])C.C([Li])CCC.[CH:18]1([C:23](=[O:28])[CH2:24][CH2:25][C:26]#[CH:27])[CH2:22][CH2:21][CH2:20][CH2:19]1. The catalyst is C1COCC1. The product is [CH2:24]([C:23]1([CH:18]2[CH2:22][CH2:21][CH2:20][CH2:19]2)[O:28][C:6](=[O:5])[CH:7]([Cl:11])[C:8](=[O:9])[CH2:10]1)[CH2:25][C:26]#[CH:27]. The yield is 0.760. (3) The reactants are C=O.[O:3]([CH2:10][C@@H:11]1[NH:16][CH2:15][CH2:14][N:13]([C:17]2[C:26]3[CH:25]=[C:24]([CH3:27])[S:23][C:22]=3[NH:21][C:20]3[CH:28]=[CH:29][CH:30]=[CH:31][C:19]=3[N:18]=2)[CH2:12]1)[C:4]1[CH:9]=[CH:8][CH:7]=[CH:6][CH:5]=1.Cl[CH:33](Cl)C.C(O[BH-](OC(=O)C)OC(=O)C)(=O)C.[Na+]. No catalyst specified. The product is [CH3:33][N:16]1[CH2:15][CH2:14][N:13]([C:17]2[C:26]3[CH:25]=[C:24]([CH3:27])[S:23][C:22]=3[NH:21][C:20]3[CH:28]=[CH:29][CH:30]=[CH:31][C:19]=3[N:18]=2)[CH2:12][C@@H:11]1[CH2:10][O:3][C:4]1[CH:9]=[CH:8][CH:7]=[CH:6][CH:5]=1. The yield is 0.490. (4) The reactants are [CH3:1][C:2]1[C:16](=[O:17])[N:15]=[C:14]2[N:4]([C@@H:5]3[O:9][C@H:8]([CH2:10][OH:11])[C@@H:7]([OH:12])[C@@H:6]3[O:13]2)[CH:3]=1.[CH3:18][O:19][CH2:20][CH2:21][O:22]B([O:22][CH2:21][CH2:20][O:19][CH3:18])[O:22][CH2:21][CH2:20][O:19][CH3:18]. The catalyst is COCCO. The product is [CH3:18][O:19][CH2:20][CH2:21][O:22][C@@H:6]1[C@H:7]([OH:12])[C@@H:8]([CH2:10][OH:11])[O:9][C@H:5]1[N:4]1[CH:3]=[C:2]([CH3:1])[C:16](=[O:17])[NH:15][C:14]1=[O:13]. The yield is 0.630.